Task: Predict the reaction yield, written as a fraction of the theoretical maximum amount of product (1.0 means a 100% yield; for example, 0.34 means a 34% yield).. Dataset: Reaction yield outcomes from USPTO patents with 853,638 reactions (1) The yield is 0.437. The catalyst is CC#N. The product is [Br-:34].[F:23][C:24]1[CH:29]=[CH:28][C:27]([O:30][CH2:31][CH2:32][CH2:33][N+:1]23[CH2:6][CH2:5][C:4]([C:9]([OH:10])([C:17]4[CH:22]=[CH:21][CH:20]=[CH:19][CH:18]=4)[C:11]4[CH:12]=[CH:13][CH:14]=[CH:15][CH:16]=4)([CH2:3][CH2:2]2)[CH2:7][CH2:8]3)=[CH:26][CH:25]=1. The reactants are [N:1]12[CH2:8][CH2:7][C:4]([C:9]([C:17]3[CH:22]=[CH:21][CH:20]=[CH:19][CH:18]=3)([C:11]3[CH:16]=[CH:15][CH:14]=[CH:13][CH:12]=3)[OH:10])([CH2:5][CH2:6]1)[CH2:3][CH2:2]2.[F:23][C:24]1[CH:29]=[CH:28][C:27]([O:30][CH2:31][CH2:32][CH2:33][Br:34])=[CH:26][CH:25]=1. (2) The reactants are [CH3:1][O:2][P:3]([CH:7]([OH:17])[C:8]1[CH:13]=[CH:12][CH:11]=[C:10]([N+:14]([O-:16])=[O:15])[CH:9]=1)(=[O:6])[O:4][CH3:5].[O:18]1[CH:23]=[CH:22][CH2:21][CH2:20][CH2:19]1.C1(C)C=CC(S(O)(=O)=O)=CC=1. The catalyst is C1(C)C=CC=CC=1. The product is [CH3:1][O:2][P:3]([CH:7]([C:8]1[CH:13]=[CH:12][CH:11]=[C:10]([N+:14]([O-:16])=[O:15])[CH:9]=1)[O:17][CH:19]1[CH2:20][CH2:21][CH2:22][CH2:23][O:18]1)(=[O:6])[O:4][CH3:5]. The yield is 1.00. (3) The reactants are Cl.[C:2]1([N:8]([C:10]2[CH:15]=[CH:14][CH:13]=[CH:12][CH:11]=2)N)[CH:7]=[CH:6][CH:5]=[CH:4][CH:3]=1.[CH3:16][CH:17]([CH3:45])[C:18]([NH:20][C:21]1[CH:26]=[CH:25][CH:24]=[C:23]([CH:27]2[CH2:32][CH2:31][N:30]([CH2:33][CH2:34][CH2:35][CH2:36][C:37](=O)[C:38]3[CH:43]=[CH:42][CH:41]=[CH:40][CH:39]=3)[CH2:29][CH2:28]2)[CH:22]=1)=[O:19].CC(O)=O.C([O-])([O-])=O.[K+].[K+]. The catalyst is O.[Cl-].[Cl-].[Zn+2]. The product is [C:2]1([N:8]2[C:10]3[C:15](=[CH:14][CH:13]=[CH:12][CH:11]=3)[C:36]([CH2:35][CH2:34][CH2:33][N:30]3[CH2:31][CH2:32][CH:27]([C:23]4[CH:22]=[C:21]([NH:20][C:18](=[O:19])[CH:17]([CH3:45])[CH3:16])[CH:26]=[CH:25][CH:24]=4)[CH2:28][CH2:29]3)=[C:37]2[C:38]2[CH:39]=[CH:40][CH:41]=[CH:42][CH:43]=2)[CH:7]=[CH:6][CH:5]=[CH:4][CH:3]=1. The yield is 0.370.